From a dataset of Experimentally validated miRNA-target interactions with 360,000+ pairs, plus equal number of negative samples. Binary Classification. Given a miRNA mature sequence and a target amino acid sequence, predict their likelihood of interaction. (1) The miRNA is hsa-miR-548ab with sequence AAAAGUAAUUGUGGAUUUUGCU. The protein sequence of the target gene is MAAQYGSMSFNPSTPGASYGPGRQEPRNSQLRIVLVGKTGAGKSATGNSILGRKVFHSGTAAKSITKKCEKRSSSWKETELVVVDTPGIFDTEVPNAETSKEIIRCILLTSPGPHALLLVVPLGRYTEEEHKATEKILKMFGERARSFMILIFTRKDDLGDTNLHDYLREAPEDIQDLMDIFGDRYCALNNKATGAEQEAQRAQLLGLIQRVVRENKEGCYTNRMYQRAEEEIQKQTQAMQELHRVELEREKARIREEYEEKIRKLEDKVEQEKRKKQMEKKLAEQEAHYAVRQQRARTE.... Result: 1 (interaction). (2) The miRNA is hsa-miR-196a-5p with sequence UAGGUAGUUUCAUGUUGUUGGG. The protein sequence of the target gene is MEALGFLKLEVNGPMVTVALSVALLALLKWYSTSAFSRLEKLGLRHPKPSPFIGNLTFFRQGFWESQMELRKLYGPLCGYYLGRRMFIVISEPDMIKQVLVENFSNFTNRMASGLEFKSVADSVLFLRDKRWEEVRGALMSAFSPEKLNEMVPLISQACDLLLAHLKRYAESGDAFDIQRCYCNYTTDVVASVAFGTPVDSWQAPEDPFVKHCKRFFEFCIPRPILVLLLSFPSIMVPLARILPNKNRDELNGFFNKLIRNVIALRDQQAAEERRRDFLQMVLDARHSASPMGVQDFDIV.... Result: 0 (no interaction).